From a dataset of Catalyst prediction with 721,799 reactions and 888 catalyst types from USPTO. Predict which catalyst facilitates the given reaction. Reactant: [CH:1]1([O:5][C:6]2[C:15]([C:16]3[CH:17]=[N:18][NH:19][CH:20]=3)=[CH:14][CH:13]=[C:12]3[C:7]=2[CH2:8][CH2:9][C@H:10]([CH3:25])[N:11]3[C:21]([O:23][CH3:24])=[O:22])[CH2:4][CH2:3][CH2:2]1.CN(C)C=O.[H-].[Na+].CS(O[CH:38]1[CH2:43][CH2:42][N:41](C(OC(C)(C)C)=O)[C:40](=[O:51])[CH2:39]1)(=O)=O. Product: [CH:1]1([O:5][C:6]2[C:15]([C:16]3[CH:20]=[N:19][N:18]([CH:38]4[CH2:43][CH2:42][NH:41][C:40](=[O:51])[CH2:39]4)[CH:17]=3)=[CH:14][CH:13]=[C:12]3[C:7]=2[CH2:8][CH2:9][C@H:10]([CH3:25])[N:11]3[C:21]([O:23][CH3:24])=[O:22])[CH2:2][CH2:3][CH2:4]1. The catalyst class is: 6.